From a dataset of Drug-target binding data from BindingDB using Kd measurements. Regression. Given a target protein amino acid sequence and a drug SMILES string, predict the binding affinity score between them. We predict pKd (pKd = -log10(Kd in M); higher means stronger binding). Dataset: bindingdb_kd. (1) The small molecule is CNC(=O)c1c(F)cccc1Nc1nc(Nc2cc3c(cc2OC)CCN3C(=O)CN(C)C)nc2[nH]ccc12. The target protein (Q16659) has sequence MAEKFESLMNIHGFDLGSRYMDLKPLGCGGNGLVFSAVDNDCDKRVAIKKIVLTDPQSVKHALREIKIIRRLDHDNIVKVFEILGPSGSQLTDDVGSLTELNSVYIVQEYMETDLANVLEQGPLLEEHARLFMYQLLRGLKYIHSANVLHRDLKPANLFINTEDLVLKIGDFGLARIMDPHYSHKGHLSEGLVTKWYRSPRLLLSPNNYTKAIDMWAAGCIFAEMLTGKTLFAGAHELEQMQLILESIPVVHEEDRQELLSVIPVYIRNDMTEPHKPLTQLLPGISREALDFLEQILTFSPMDRLTAEEALSHPYMSIYSFPMDEPISSHPFHIEDEVDDILLMDETHSHIYNWERYHDCQFSEHDWPVHNNFDIDEVQLDPRALSDVTDEEEVQVDPRKYLDGDREKYLEDPAFDTNYSTEPCWQYSDHHENKYCDLECSHTCNYKTRSSSYLDNLVWRESEVNHYYEPKLIIDLSNWKEQSKEKSDKKGKSKCERNGL.... The pKd is 5.0. (2) The small molecule is COc1ccc2c(c1)c(CC(=O)NCc1ccncc1)c(C)n2C(=O)c1ccc(Cl)cc1. The target protein (Q7Z1V1) has sequence MFIEAIVLALTALILYSVYSVKSFNTTRPTDPPVYPVTVPFLGHIVQFGKNPLEFMQRCKRDLKSGVFTISIGGQRVTIVGDPHEHSRFFSPRNEILSPREVYTIMTPVFGEGVAYAAPYPRMREQLNFLAEELTIAKFQNFVPAIQHEVRKFMAENWKEDEGVINLLEDCGAMIINTACQCLFGEDLRKRLNARHFAQLLSKMESSLIPAAVFMPWLLRLPLPQSARCREARAELQKILGEIIVAREKEEASKDNNTSDLLGGLLKAVYRDGTRMSLHEVCGMIVAAMFAGQHTSTITTSWSMLHLMHPKNKKWLDKLHKEIDEFPAQLNYDNVMDEMPFAERCVRESIRRDPPLLMVMRMVKAEVKVGSYVVPKGDIIACSPLLSHHDEEAFPNPRLWDPERDEKVDGAFIGFGAGVHKCIGQKFALLQVKTILATAFREYDFQLLRDEVPDPDYHTMVVGPTLNQCLVKYTRKKKLPS. The pKd is 6.3. (3) The small molecule is Cc1ccc(F)c(NC(=O)Nc2ccc(-c3cccc4[nH]nc(N)c34)cc2)c1. The target protein (P27037) has sequence MGAAAKLAFAVFLISCSSGAILGRSETQECLFFNANWEKDRTNQTGVEPCYGDKDKRRHCFATWKNISGSIEIVKQGCWLDDINCYDRTDCVEKKDSPEVYFCCCEGNMCNEKFSYFPEMEVTQPTSNPVTPKPPYYNILLYSLVPLMLIAGIVICAFWVYRHHKMAYPPVLVPTQDPGPPPPSPLLGLKPLQLLEVKARGRFGCVWKAQLLNEYVAVKIFPIQDKQSWQNEYEVYSLPGMKHENILQFIGAEKRGTSVDVDLWLITAFHEKGSLSDFLKANVVSWNELCHIAETMARGLAYLHEDIPGLKDGHKPAISHRDIKSKNVLLKNNLTACIADFGLALKFEAGKSAGDTHGQVGTRRYMAPEVLEGAINFQRDAFLRIDMYAMGLVLWELASRCTAADGPVDEYMLPFEEEIGQHPSLEDMQEVVVHKKKRPVLRDYWQKHAGMAMLCETIEECWDHDAEARLSAGCVGERITQMQRLTNIITTEDIVTVVTM.... The pKd is 5.0. (4) The small molecule is O=S(=O)([O-])OC[C@H]1O[C@H](O[C@@H]2[C@H](OS(=O)(=O)[O-])[C@@H](O[C@@H]3[C@H](OS(=O)(=O)[O-])[C@@H](O[C@@H]4[C@@H](OCCCCCCCCn5cc(-c6ccccc6)nn5)O[C@H](COS(=O)(=O)[O-])[C@@H](OS(=O)(=O)[O-])[C@@H]4OS(=O)(=O)[O-])O[C@H](COS(=O)(=O)[O-])[C@H]3OS(=O)(=O)[O-])O[C@H](COS(=O)(=O)[O-])[C@H]2OS(=O)(=O)[O-])[C@@H](OS(=O)(=O)[O-])[C@@H](O[C@H]2O[C@H](COS(=O)(=O)[O-])[C@@H](OS(=O)(=O)[O-])[C@H](OS(=O)(=O)[O-])[C@@H]2OS(=O)(=O)[O-])[C@@H]1OS(=O)(=O)[O-]. The pKd is 6.8. The target protein (P05230) has sequence MAEGEITTFTALTEKFNLPPGNYKKPKLLYCSNGGHFLRILPDGTVDGTRDRSDQHIQLQLSAESVGEVYIKSTETGQYLAMDTDGLLYGSQTPNEECLFLERLEENHYNTYISKKHAEKNWFVGLKKNGSCKRGPRTHYGQKAILFLPLPVSSD. (5) The pKd is 5.0. The target protein (Q8NI60) has sequence MAAILGDTIMVAKGLVKLTQAAVETHLQHLGIGGELIMAARALQSTAVEQIGMFLGKVQGQDKHEEYFAENFGGPEGEFHFSVPHAAGASTDFSSASAPDQSAPPSLGHAHSEGPAPAYVASGPFREAGFPGQASSPLGRANGRLFANPRDSFSAMGFQRRFFHQDQSPVGGLTAEDIEKARQAKARPENKQHKQTLSEHARERKVPVTRIGRLANFGGLAVGLGFGALAEVAKKSLRSEDPSGKKAVLGSSPFLSEANAERIVRTLCKVRGAALKLGQMLSIQDDAFINPHLAKIFERVRQSADFMPLKQMMKTLNNDLGPNWRDKLEYFEERPFAAASIGQVHLARMKGGREVAMKIQYPGVAQSINSDVNNLMAVLNMSNMLPEGLFPEHLIDVLRRELALECDYQREAACARKFRDLLKGHPFFYVPEIVDELCSPHVLTTELVSGFPLDQAEGLSQEIRNEICYNILVLCLRELFEFHFMQTDPNWSNFFYDPQQ.... The compound is C[C@]12O[C@H](C[C@]1(O)CO)n1c3ccccc3c3c4c(c5c6ccccc6n2c5c31)CNC4=O. (6) The small molecule is C[C@@H](Oc1cc(-n2cnc3ccc(CN4CCN(C)CC4)cc32)sc1C(N)=O)c1ccccc1C(F)(F)F. The target is PFCDPK1(Pfalciparum). The pKd is 5.0. (7) The drug is N#Cc1c(-c2ccccc2)nc(SCC(=O)Nc2ccc(S(N)(=O)=O)cc2)[nH]c1=O. The target protein (P00338) has sequence MATLKDQLIYNLLKEEQTPQNKITVVGVGAVGMACAISILMKDLADELALVDVIEDKLKGEMMDLQHGSLFLRTPKIVSGKDYNVTANSKLVIITAGARQQEGESRLNLVQRNVNIFKFIIPNVVKYSPNCKLLIVSNPVDILTYVAWKISGFPKNRVIGSGCNLDSARFRYLMGERLGVHPLSCHGWVLGEHGDSSVPVWSGMNVAGVSLKTLHPDLGTDKDKEQWKEVHKQVVESAYEVIKLKGYTSWAIGLSVADLAESIMKNLRRVHPVSTMIKGLYGIKDDVFLSVPCILGQNGISDLVKVTLTSEEEARLKKSADTLWGIQKELQF. The pKd is 4.8.